From a dataset of Full USPTO retrosynthesis dataset with 1.9M reactions from patents (1976-2016). Predict the reactants needed to synthesize the given product. (1) Given the product [C:1]([O:5][C:6](=[O:15])[NH:7][C:8]1[S:9][C:10]([CH:13]=[O:14])=[CH:11][N:12]=1)([CH3:4])([CH3:2])[CH3:3], predict the reactants needed to synthesize it. The reactants are: [C:1]([O:5][C:6](=[O:15])[NH:7][C:8]1[S:9][C:10]([CH2:13][OH:14])=[CH:11][N:12]=1)([CH3:4])([CH3:3])[CH3:2].C1C=C[NH+]=CC=1.C1C=C[NH+]=CC=1.[O-][Cr](O[Cr]([O-])(=O)=O)(=O)=O.C1COCC1. (2) Given the product [CH:33]([N:2]1[CH2:6][CH2:5][C@@H:4]([NH:7][C:8]([C:10]2[C:14]3[N:15]=[CH:16][N:17]=[C:18]([C:19]4[C:27]5[O:26][CH2:25][O:24][C:23]=5[CH:22]=[CH:21][C:20]=4[O:28][CH2:29][CH:30]4[CH2:32][CH2:31]4)[C:13]=3[NH:12][CH:11]=2)=[O:9])[CH2:3]1)=[O:34], predict the reactants needed to synthesize it. The reactants are: Cl.[NH:2]1[CH2:6][CH2:5][C@@H:4]([NH:7][C:8]([C:10]2[C:14]3[N:15]=[CH:16][N:17]=[C:18]([C:19]4[C:27]5[O:26][CH2:25][O:24][C:23]=5[CH:22]=[CH:21][C:20]=4[O:28][CH2:29][CH:30]4[CH2:32][CH2:31]4)[C:13]=3[NH:12][CH:11]=2)=[O:9])[CH2:3]1.[CH:33](OC(=O)C)=[O:34]. (3) Given the product [NH2:3][C:4]1[N:9]=[CH:8][N:7]=[C:6]2[N:10]([C:15]3[C:20]([C:21]#[N:22])=[CH:19][CH:18]=[CH:17][N:16]=3)[N:11]=[C:12]([I:13])[C:5]=12, predict the reactants needed to synthesize it. The reactants are: [H-].[Na+].[NH2:3][C:4]1[N:9]=[CH:8][N:7]=[C:6]2[NH:10][N:11]=[C:12]([I:13])[C:5]=12.Cl[C:15]1[C:20]([C:21]#[N:22])=[CH:19][CH:18]=[CH:17][N:16]=1. (4) Given the product [CH2:52]([N:49]1[C:44]2=[N:45][C:46]([CH2:47][CH3:48])=[C:41]([CH2:40][NH:39][C:11]([C:9]3[N:10]=[C:5]([C:3]([O:2][CH3:1])=[O:4])[CH:6]=[CH:7][CH:8]=3)=[O:13])[C:42]([NH:54][CH:55]3[CH2:56][CH2:57][O:58][CH2:59][CH2:60]3)=[C:43]2[CH:51]=[N:50]1)[CH3:53], predict the reactants needed to synthesize it. The reactants are: [CH3:1][O:2][C:3]([C:5]1[N:10]=[C:9]([C:11]([OH:13])=O)[CH:8]=[CH:7][CH:6]=1)=[O:4].CN(C(ON1N=NC2C=CC=CC1=2)=[N+](C)C)C.F[P-](F)(F)(F)(F)F.Cl.[NH2:39][CH2:40][C:41]1[C:46]([CH2:47][CH3:48])=[N:45][C:44]2[N:49]([CH2:52][CH3:53])[N:50]=[CH:51][C:43]=2[C:42]=1[NH:54][CH:55]1[CH2:60][CH2:59][O:58][CH2:57][CH2:56]1. (5) The reactants are: F[C:2]1[CH:12]=[CH:11][C:5]([C:6]([O:8][CH2:9][CH3:10])=[O:7])=[CH:4][C:3]=1[N+:13]([O-:15])=[O:14].[SH:16][C:17]1[CH:26]=[CH:25][CH:24]=[CH:23][C:18]=1[C:19]([O:21][CH3:22])=[O:20].C([O-])([O-])=O.[Cs+].[Cs+]. Given the product [CH2:9]([O:8][C:6](=[O:7])[C:5]1[CH:11]=[CH:12][C:2]([S:16][C:17]2[CH:26]=[CH:25][CH:24]=[CH:23][C:18]=2[C:19]([O:21][CH3:22])=[O:20])=[C:3]([N+:13]([O-:15])=[O:14])[CH:4]=1)[CH3:10], predict the reactants needed to synthesize it.